This data is from Retrosynthesis with 50K atom-mapped reactions and 10 reaction types from USPTO. The task is: Predict the reactants needed to synthesize the given product. (1) The reactants are: CC(C)(C)Nc1nccc(C#C[Si](C)(C)C)n1. Given the product C#Cc1ccnc(NC(C)(C)C)n1, predict the reactants needed to synthesize it. (2) Given the product CC(C)(O)CC(=O)NCCn1ccc2ncnc(Oc3ccc(NC(=O)Nc4cccc(C(F)(F)F)c4)c(Cl)c3)c21, predict the reactants needed to synthesize it. The reactants are: CC(C)(O)CC(=O)O.NCCn1ccc2ncnc(Oc3ccc(NC(=O)Nc4cccc(C(F)(F)F)c4)c(Cl)c3)c21. (3) Given the product C/C(=C/n1c2c(c3cc(C)ccc31)CCN(C)CC2)c1cccc(F)c1, predict the reactants needed to synthesize it. The reactants are: CC(=CBr)c1cccc(F)c1.Cc1ccc2[nH]c3c(c2c1)CCN(C)CC3. (4) The reactants are: CCOC(=O)CCCCOc1cnc(N2CCC(c3nc4c(c(C5CCC(F)(F)CC5)c3C(F)c3ccc(C(F)(F)F)cc3)C(O)CC(C)(C)C4)CC2)nc1. Given the product CC1(C)Cc2nc(C3CCN(c4ncc(OCCCCC(=O)O)cn4)CC3)c(C(F)c3ccc(C(F)(F)F)cc3)c(C3CCC(F)(F)CC3)c2C(O)C1, predict the reactants needed to synthesize it. (5) Given the product CC/C=C\C/C=C\C/C=C\C/C=C\C/C=C\CCC/C(C)=C/C(=O)O, predict the reactants needed to synthesize it. The reactants are: CC/C=C\C/C=C\C/C=C\C/C=C\C/C=C\CCC/C(C)=C/C(=O)OCC. (6) Given the product CC1(C)NC(=O)OC12CCNC2, predict the reactants needed to synthesize it. The reactants are: CC1(C)NC(=O)OC12CCN(C(=O)OCc1ccccc1)C2. (7) Given the product CCCSc1ncc(C(=O)O)c(N2C[C@H](C)O[C@H](C)C2)n1, predict the reactants needed to synthesize it. The reactants are: CCCSc1ncc(C(=O)OCC)c(N2C[C@H](C)O[C@H](C)C2)n1.